This data is from Reaction yield outcomes from USPTO patents with 853,638 reactions. The task is: Predict the reaction yield, written as a fraction of the theoretical maximum amount of product (1.0 means a 100% yield; for example, 0.34 means a 34% yield). The reactants are I[C:2]1[CH:7]=[CH:6][C:5]([O:8][CH3:9])=[CH:4][N:3]=1.[C:10]([C:12]1[CH:17]=[CH:16][C:15](B(O)O)=[CH:14][CH:13]=1)#[N:11].[Cl-].[Li+].C(=O)([O-])[O-].[Na+].[Na+]. The catalyst is C1C=CC([P]([Pd]([P](C2C=CC=CC=2)(C2C=CC=CC=2)C2C=CC=CC=2)([P](C2C=CC=CC=2)(C2C=CC=CC=2)C2C=CC=CC=2)[P](C2C=CC=CC=2)(C2C=CC=CC=2)C2C=CC=CC=2)(C2C=CC=CC=2)C2C=CC=CC=2)=CC=1.C1(C)C=CC=CC=1.CO. The product is [CH3:9][O:8][C:5]1[CH:6]=[CH:7][C:2]([C:15]2[CH:16]=[CH:17][C:12]([C:10]#[N:11])=[CH:13][CH:14]=2)=[N:3][CH:4]=1. The yield is 0.660.